This data is from Reaction yield outcomes from USPTO patents with 853,638 reactions. The task is: Predict the reaction yield, written as a fraction of the theoretical maximum amount of product (1.0 means a 100% yield; for example, 0.34 means a 34% yield). The reactants are O.[OH:2][C@H:3]([CH2:24][NH:25][CH2:26][C:27]1[CH:28]=[N:29][CH:30]=[C:31]([CH:33]([CH3:35])[CH3:34])[CH:32]=1)[C@@H:4]([NH:12][C:13]([C:15]1[CH:16]=[C:17]([CH:21]=[CH:22][CH:23]=1)[C:18](O)=[O:19])=[O:14])[CH2:5][C:6]1[CH:11]=[CH:10][CH:9]=[CH:8][CH:7]=1.CCN=C=NCCCN(C)C.Cl.Cl.[CH3:49][O:50][C:51]([C@H:53]1[CH2:57][CH2:56][CH2:55][NH:54]1)=[O:52].CCN(C(C)C)C(C)C.O1C2C=CC=CC=2C=C1CNC(=O)OC(C)(C)C. The catalyst is C(Cl)Cl.CN(C=O)C. The product is [OH:2][C@H:3]([CH2:24][NH:25][CH2:26][C:27]1[CH:28]=[N:29][CH:30]=[C:31]([CH:33]([CH3:34])[CH3:35])[CH:32]=1)[C@@H:4]([NH:12][C:13]([C:15]1[CH:16]=[C:17]([CH:21]=[CH:22][CH:23]=1)[C:18]([N:54]1[CH2:55][CH2:56][CH2:57][C@@H:53]1[C:51]([O:50][CH3:49])=[O:52])=[O:19])=[O:14])[CH2:5][C:6]1[CH:11]=[CH:10][CH:9]=[CH:8][CH:7]=1. The yield is 0.310.